From a dataset of CYP1A2 inhibition data for predicting drug metabolism from PubChem BioAssay. Regression/Classification. Given a drug SMILES string, predict its absorption, distribution, metabolism, or excretion properties. Task type varies by dataset: regression for continuous measurements (e.g., permeability, clearance, half-life) or binary classification for categorical outcomes (e.g., BBB penetration, CYP inhibition). Dataset: cyp1a2_veith. (1) The compound is Cc1nc2ccccc2n1CC(=O)N/N=C\c1ccccn1. The result is 0 (non-inhibitor). (2) The compound is COc1ccc(C(=O)N2CCC3(CC2)CN(Cc2ccc(C#N)cc2)C3)cc1. The result is 0 (non-inhibitor). (3) The drug is Cc1nc2cncnc2n(C2CC2)c1=O. The result is 1 (inhibitor). (4) The drug is CCOc1ccc(C2=Nn3c(nnc3-c3ccco3)SC2)cc1. The result is 1 (inhibitor). (5) The molecule is CN1CCN(c2ncc3nc(CCc4ccccc4)c(=O)n(Cc4cccs4)c3n2)CC1. The result is 1 (inhibitor). (6) The molecule is O=C1CN=C(c2cccs2)c2c(sc3c2CCCC3)N1. The result is 1 (inhibitor). (7) The molecule is CC(C)(C)OC(=O)[C@H]([C@@H]1N[C@@H](C(=O)O)C(C)(C)S1)N1C(=O)c2ccccc2C1=O. The result is 0 (non-inhibitor).